From a dataset of Peptide-MHC class I binding affinity with 185,985 pairs from IEDB/IMGT. Regression. Given a peptide amino acid sequence and an MHC pseudo amino acid sequence, predict their binding affinity value. This is MHC class I binding data. The peptide sequence is QPGLLSYVI. The MHC is HLA-B54:01 with pseudo-sequence HLA-B54:01. The binding affinity (normalized) is 0.212.